Dataset: Full USPTO retrosynthesis dataset with 1.9M reactions from patents (1976-2016). Task: Predict the reactants needed to synthesize the given product. (1) Given the product [N+:12]([C:11]1[CH:10]=[CH:9][CH:8]=[C:3]2[C:2]=1[CH:1]=[CH:7][O:6][C:4]2=[O:5])([O-:14])=[O:13], predict the reactants needed to synthesize it. The reactants are: [CH3:1][C:2]1[C:11]([N+:12]([O-:14])=[O:13])=[CH:10][CH:9]=[CH:8][C:3]=1[C:4]([O:6][CH3:7])=[O:5].COC(OC)N(C)C.CN(C)C=O. (2) The reactants are: [Br:1][C:2]1[C:9]([N+:10]([O-])=O)=[CH:8][CH:7]=[CH:6][C:3]=1[C:4]#[N:5].C(O)(=O)C.[OH-].[Na+]. Given the product [NH2:10][C:9]1[C:2]([Br:1])=[C:3]([CH:6]=[CH:7][CH:8]=1)[C:4]#[N:5], predict the reactants needed to synthesize it. (3) Given the product [C:1]([C:3](=[CH:10][CH:11]([CH3:13])[CH3:12])[CH2:4][C:5]([OH:7])=[O:6])#[N:2], predict the reactants needed to synthesize it. The reactants are: [C:1]([C:3](=[CH:10][CH:11]([CH3:13])[CH3:12])[CH2:4][C:5]([O:7]CC)=[O:6])#[N:2].O.[OH-].[Li+].Cl. (4) Given the product [NH:1]1[C:5]2[CH:6]=[CH:7][CH:8]=[CH:9][C:4]=2[N:3]=[C:2]1[CH2:10][S:11][C:12]1[N:13]([C:19]2[CH:24]=[CH:23][C:22]([CH3:25])=[CH:21][CH:20]=2)[C:14]([CH2:17][NH:26][C:27]2[CH:32]=[CH:31][C:30]([CH3:33])=[CH:29][N:28]=2)=[N:15][N:16]=1, predict the reactants needed to synthesize it. The reactants are: [NH:1]1[C:5]2[CH:6]=[CH:7][CH:8]=[CH:9][C:4]=2[N:3]=[C:2]1[CH2:10][S:11][C:12]1[N:13]([C:19]2[CH:24]=[CH:23][C:22]([CH3:25])=[CH:21][CH:20]=2)[C:14]([CH:17]=O)=[N:15][N:16]=1.[NH2:26][C:27]1[CH:32]=[CH:31][C:30]([CH3:33])=[CH:29][N:28]=1.C([BH3-])#N.[Na+].